Dataset: Full USPTO retrosynthesis dataset with 1.9M reactions from patents (1976-2016). Task: Predict the reactants needed to synthesize the given product. (1) Given the product [CH2:1]([O:5][C:6]([N:8]1[CH2:9][CH:10]([C:12]([OH:14])=[O:13])[CH2:11]1)=[O:7])[C:4]1[CH:27]=[CH:28][CH:23]=[CH:24][CH:25]=1, predict the reactants needed to synthesize it. The reactants are: [C:1]([O:5][C:6]([N:8]1[CH2:11][CH:10]([C:12]([OH:14])=[O:13])[CH2:9]1)=[O:7])([CH3:4])(C)C.Cl.[OH-].[Na+].ClC(OC[C:23]1[CH:28]=[CH:27]C=[CH:25][CH:24]=1)=O. (2) Given the product [CH3:29][C:27]1[C:26]2[C:21](=[CH:22][CH:23]=[CH:24][CH:25]=2)[N:20]=[C:19]([CH2:18][N:14]2[C:15](=[O:17])[C:16]3[NH:8][CH:9]=[N:10][C:11]=3[N:12]3[CH2:32][CH2:31][N:30]=[C:13]23)[N:28]=1, predict the reactants needed to synthesize it. The reactants are: COC1C=CC(C[N:8]2[C:16]3[C:15](=[O:17])[N:14]([CH2:18][C:19]4[N:28]=[C:27]([CH3:29])[C:26]5[C:21](=[CH:22][CH:23]=[CH:24][CH:25]=5)[N:20]=4)[C:13]4=[N:30][CH2:31][CH2:32][N:12]4[C:11]=3[N:10]=[CH:9]2)=CC=1. (3) Given the product [Cl:1][C:2]1[CH:7]=[C:6]([O:8][CH3:9])[CH:5]=[CH:4][C:3]=1[CH:10]([CH3:26])[C:11]([C:13]1[CH:14]=[CH:15][C:16]2[O:21][CH2:20][C:19](=[O:22])[N:18]([CH2:23][CH3:24])[C:17]=2[CH:25]=1)=[O:12], predict the reactants needed to synthesize it. The reactants are: [Cl:1][C:2]1[CH:7]=[C:6]([O:8][CH3:9])[CH:5]=[CH:4][C:3]=1[CH2:10][C:11]([C:13]1[CH:14]=[CH:15][C:16]2[O:21][CH2:20][C:19](=[O:22])[N:18]([CH2:23][CH3:24])[C:17]=2[CH:25]=1)=[O:12].[CH3:26]I. (4) The reactants are: [Cl-].[C:2]([O:6][C:7](=[O:10])[CH2:8][Zn+])([CH3:5])([CH3:4])[CH3:3].CCOCC.Br[C:17]1[C:43]([F:44])=[CH:42][C:20]([O:21][CH2:22][CH2:23][C@@H:24]2[CH2:26][C@@H:25]2[CH:27]2[CH2:32][CH2:31][N:30]([C:33]3[N:38]=[CH:37][C:36]([O:39][CH2:40][CH3:41])=[CH:35][N:34]=3)[CH2:29][CH2:28]2)=[CH:19][C:18]=1[F:45].CC(C1C=C(C(C)C)C(C2C=CC=CC=2P(C2CCCCC2)C2CCCCC2)=C(C(C)C)C=1)C. Given the product [CH2:40]([O:39][C:36]1[CH:35]=[N:34][C:33]([N:30]2[CH2:29][CH2:28][CH:27]([C@H:25]3[CH2:26][C@H:24]3[CH2:23][CH2:22][O:21][C:20]3[CH:42]=[C:43]([F:44])[C:17]([CH2:8][C:7]([O:6][C:2]([CH3:5])([CH3:4])[CH3:3])=[O:10])=[C:18]([F:45])[CH:19]=3)[CH2:32][CH2:31]2)=[N:38][CH:37]=1)[CH3:41], predict the reactants needed to synthesize it. (5) Given the product [NH2:5][CH2:4][CH2:3][CH:2]([C:6]1[CH:11]=[CH:10][CH:9]=[C:8]([O:12][CH2:13][CH:14]2[CH2:15][CH2:16][O:17][CH2:18][CH2:19]2)[N:7]=1)[OH:1], predict the reactants needed to synthesize it. The reactants are: [O:1]=[C:2]([C:6]1[CH:11]=[CH:10][CH:9]=[C:8]([O:12][CH2:13][CH:14]2[CH2:19][CH2:18][O:17][CH2:16][CH2:15]2)[N:7]=1)[CH2:3][C:4]#[N:5].[H-].[H-].[H-].[H-].[Li+].[Al+3].